Dataset: Forward reaction prediction with 1.9M reactions from USPTO patents (1976-2016). Task: Predict the product of the given reaction. (1) Given the reactants [CH3:1][C:2]1([CH3:20])[C:6]([CH3:8])([CH3:7])[O:5][B:4]([C:9]2[CH:10]=[C:11]([NH2:19])[CH:12]=[CH:13][C:14]=2[C:15]([F:18])([F:17])[F:16])[O:3]1.ClC1C=C(N[C:33](=[O:44])[C:34]2[CH:39]=[CH:38][CH:37]=[C:36]([C:40]([F:43])([F:42])[F:41])[CH:35]=2)C=CC=1C(F)(F)F, predict the reaction product. The product is: [CH3:8][C:6]1([CH3:7])[C:2]([CH3:20])([CH3:1])[O:3][B:4]([C:9]2[CH:10]=[C:11]([NH:19][C:33](=[O:44])[C:34]3[CH:39]=[CH:38][CH:37]=[C:36]([C:40]([F:41])([F:42])[F:43])[CH:35]=3)[CH:12]=[CH:13][C:14]=2[C:15]([F:18])([F:16])[F:17])[O:5]1. (2) Given the reactants [C:1]([O:5][C:6]([NH:8][CH2:9][C:10]1[CH:15]=[CH:14][C:13]([NH:16][C:17]2[N:22]=[C:21]([C:23]#[C:24][C:25]3[CH:30]=[CH:29][CH:28]=[CH:27][C:26]=3[CH2:31][C:32]([O:34][CH3:35])=[O:33])[C:20]([C:36]([F:39])([F:38])[F:37])=[CH:19][N:18]=2)=[CH:12][CH:11]=1)=[O:7])([CH3:4])([CH3:3])[CH3:2], predict the reaction product. The product is: [C:1]([O:5][C:6]([NH:8][CH2:9][C:10]1[CH:11]=[CH:12][C:13]([NH:16][C:17]2[N:22]=[C:21]([CH2:23][CH2:24][C:25]3[CH:30]=[CH:29][CH:28]=[CH:27][C:26]=3[CH2:31][C:32]([O:34][CH3:35])=[O:33])[C:20]([C:36]([F:38])([F:39])[F:37])=[CH:19][N:18]=2)=[CH:14][CH:15]=1)=[O:7])([CH3:4])([CH3:2])[CH3:3].